From a dataset of Full USPTO retrosynthesis dataset with 1.9M reactions from patents (1976-2016). Predict the reactants needed to synthesize the given product. (1) Given the product [Br:14][C:13]([Br:15])=[CH:5][C:4]1[CH:7]=[CH:8][CH:9]=[C:2]([CH3:1])[C:3]=1[N+:10]([O-:12])=[O:11], predict the reactants needed to synthesize it. The reactants are: [CH3:1][C:2]1[C:3]([N+:10]([O-:12])=[O:11])=[C:4]([CH:7]=[CH:8][CH:9]=1)[CH:5]=O.[C:13](Br)(Br)([Br:15])[Br:14].C1C=CC(P(C2C=CC=CC=2)C2C=CC=CC=2)=CC=1.CCCCCC. (2) Given the product [F:1][C:2]1[CH:7]=[CH:6][C:5]([C@H:8]([NH:10][C@H:11]2[CH2:15][CH2:14][C@@H:13]([C:16]3[CH:26]=[CH:25][C:19]([O:20][CH2:21][C:22]([N:32]4[CH2:33][CH2:34][NH:29][C:30](=[O:35])[CH2:31]4)=[O:23])=[CH:18][CH:17]=3)[CH2:12]2)[CH3:9])=[CH:4][C:3]=1[O:27][CH3:28], predict the reactants needed to synthesize it. The reactants are: [F:1][C:2]1[CH:7]=[CH:6][C:5]([C@H:8]([NH:10][C@H:11]2[CH2:15][CH2:14][C@@H:13]([C:16]3[CH:26]=[CH:25][C:19]([O:20][CH2:21][C:22](O)=[O:23])=[CH:18][CH:17]=3)[CH2:12]2)[CH3:9])=[CH:4][C:3]=1[O:27][CH3:28].[NH:29]1[CH2:34][CH2:33][NH:32][CH2:31][C:30]1=[O:35]. (3) Given the product [C:17]([O:1][C:2]1[CH:3]=[C:4]([NH:10][C:11]([S:15][CH3:16])=[CH:12][C:13]#[N:14])[CH:5]=[CH:6][C:7]=1[O:8][CH3:9])(=[O:19])[CH3:18], predict the reactants needed to synthesize it. The reactants are: [OH:1][C:2]1[CH:3]=[C:4]([NH:10][C:11]([S:15][CH3:16])=[CH:12][C:13]#[N:14])[CH:5]=[CH:6][C:7]=1[O:8][CH3:9].[C:17](OC(=O)C)(=[O:19])[CH3:18].N1C=CC=CC=1. (4) Given the product [Cl:1][C:2]1[CH:24]=[C:23]([N:25]2[CH2:29][CH2:28][CH2:27][CH2:26]2)[CH:22]=[CH:21][C:3]=1[C:4]([N:6]1[C:12]2[CH:13]=[CH:14][CH:15]=[CH:16][C:11]=2[CH2:10][N:9]([CH2:17][CH2:18][O:19][CH3:31])[C:8](=[O:20])[CH2:7]1)=[O:5], predict the reactants needed to synthesize it. The reactants are: [Cl:1][C:2]1[CH:24]=[C:23]([N:25]2[CH2:29][CH2:28][CH2:27][CH2:26]2)[CH:22]=[CH:21][C:3]=1[C:4]([N:6]1[C:12]2[CH:13]=[CH:14][CH:15]=[CH:16][C:11]=2[CH2:10][N:9]([CH2:17][CH2:18][OH:19])[C:8](=[O:20])[CH2:7]1)=[O:5].I[CH3:31]. (5) Given the product [CH3:24][N:20]1[C:21]2=[CH:22][N:50]([CH2:49][CH2:48][S:47][C:28]([C:35]3[CH:40]=[CH:39][CH:38]=[CH:37][CH:36]=3)([C:29]3[CH:30]=[CH:31][CH:32]=[CH:33][CH:34]=3)[C:41]3[CH:46]=[CH:45][CH:44]=[CH:43][CH:42]=3)[C:8]([C:9]3[CH:14]=[CH:13][CH:12]=[CH:11][CH:10]=3)=[C:16]2[C:17](=[O:27])[N:18]([CH3:26])[C:19]1=[O:25], predict the reactants needed to synthesize it. The reactants are: C(N(CC)CC)C.[C:8]([C:16]1[C:17](=[O:27])[N:18]([CH3:26])[C:19](=[O:25])[N:20]([CH3:24])[C:21]=1[CH2:22]Br)(=O)[C:9]1[CH:14]=[CH:13][CH:12]=[CH:11][CH:10]=1.[C:28]([S:47][CH2:48][CH2:49][NH2:50])([C:41]1[CH:46]=[CH:45][CH:44]=[CH:43][CH:42]=1)([C:35]1[CH:40]=[CH:39][CH:38]=[CH:37][CH:36]=1)[C:29]1[CH:34]=[CH:33][CH:32]=[CH:31][CH:30]=1. (6) Given the product [Cl:20][C:5]1[C:6]([NH:8][C@@H:9]2[CH2:14][CH2:13][CH2:12][CH2:11][C@H:10]2[NH:15][S:16]([CH3:19])(=[O:18])=[O:17])=[N:7][C:2]([NH:21][C:22]2[C:41]([O:42][CH3:43])=[CH:40][C:25]3[CH2:26][CH2:27][N:28]([CH2:31][C:32]([N:34]4[CH2:39][CH2:38][O:37][CH2:36][CH2:35]4)=[O:33])[CH2:29][CH2:30][C:24]=3[CH:23]=2)=[N:3][CH:4]=1, predict the reactants needed to synthesize it. The reactants are: Cl[C:2]1[N:7]=[C:6]([NH:8][C@@H:9]2[CH2:14][CH2:13][CH2:12][CH2:11][C@H:10]2[NH:15][S:16]([CH3:19])(=[O:18])=[O:17])[C:5]([Cl:20])=[CH:4][N:3]=1.[NH2:21][C:22]1[C:41]([O:42][CH3:43])=[CH:40][C:25]2[CH2:26][CH2:27][N:28]([CH2:31][C:32]([N:34]3[CH2:39][CH2:38][O:37][CH2:36][CH2:35]3)=[O:33])[CH2:29][CH2:30][C:24]=2[CH:23]=1.